Dataset: Reaction yield outcomes from USPTO patents with 853,638 reactions. Task: Predict the reaction yield, written as a fraction of the theoretical maximum amount of product (1.0 means a 100% yield; for example, 0.34 means a 34% yield). (1) The product is [F:1][C:2]([F:21])([F:20])[CH2:3][C:4]1[O:9][C:8]([C@H:10]2[CH2:15][CH2:14][C@H:13]([C:16]([O:18][CH3:19])=[O:17])[CH2:12][CH2:11]2)=[N:7][N:6]=1. The yield is 0.500. No catalyst specified. The reactants are [F:1][C:2]([F:21])([F:20])[CH2:3][C:4]([NH:6][NH:7][C:8]([C@H:10]1[CH2:15][CH2:14][C@H:13]([C:16]([O:18][CH3:19])=[O:17])[CH2:12][CH2:11]1)=[O:9])=O.O=P(Cl)(Cl)Cl. (2) The product is [CH3:19][O:20][C:21](=[O:33])[CH2:22][C@H:23]1[C:27]2[CH:28]=[CH:29][C:30]([O:1][C@H:2]3[C:10]4[C:5](=[C:6]([C:11]([CH:13]5[CH2:18][CH2:17][O:16][CH2:15][CH2:14]5)=[O:12])[CH:7]=[CH:8][CH:9]=4)[CH2:4][CH2:3]3)=[CH:31][C:26]=2[O:25][CH2:24]1. No catalyst specified. The yield is 0.490. The reactants are [OH:1][C@@H:2]1[C:10]2[C:5](=[C:6]([C:11]([CH:13]3[CH2:18][CH2:17][O:16][CH2:15][CH2:14]3)=[O:12])[CH:7]=[CH:8][CH:9]=2)[CH2:4][CH2:3]1.[CH3:19][O:20][C:21](=[O:33])[CH2:22][C@H:23]1[C:27]2[CH:28]=[CH:29][C:30](O)=[CH:31][C:26]=2[O:25][CH2:24]1. (3) The reactants are C1(P(C2C=CC=CC=2)C2C=CC=CC=2)C=CC=CC=1.[CH2:20]([O:22][C:23]1[CH:28]=[CH:27][C:26]([N:29]2[C:33]3[CH:34]=[CH:35][C:36]([OH:38])=[CH:37][C:32]=3[N:31]=[CH:30]2)=[CH:25][CH:24]=1)[CH3:21].[CH2:39]([C:41]1[CH:48]=[CH:47][C:44]([CH2:45]O)=[CH:43][CH:42]=1)[CH3:40]. The catalyst is O1CCCC1. The product is [CH2:20]([O:22][C:23]1[CH:28]=[CH:27][C:26]([N:29]2[C:33]3[CH:34]=[CH:35][C:36]([O:38][CH2:45][C:44]4[CH:47]=[CH:48][C:41]([CH2:39][CH3:40])=[CH:42][CH:43]=4)=[CH:37][C:32]=3[N:31]=[CH:30]2)=[CH:25][CH:24]=1)[CH3:21]. The yield is 0.210.